From a dataset of Forward reaction prediction with 1.9M reactions from USPTO patents (1976-2016). Predict the product of the given reaction. (1) Given the reactants [CH3:1][O:2][C:3]1[CH:12]=[C:11]2[C:6]([CH:7]=[CH:8][CH:9]=[C:10]2[OH:13])=[CH:5][CH:4]=1.[S:14](O[S:14]([C:17]([F:20])([F:19])[F:18])(=[O:16])=[O:15])([C:17]([F:20])([F:19])[F:18])(=[O:16])=[O:15].C(C1C=C(C)C=C(C(C)(C)C)N=1)(C)(C)C, predict the reaction product. The product is: [F:18][C:17]([F:20])([F:19])[S:14]([O:13][C:10]1[C:11]2[C:6](=[CH:5][CH:4]=[C:3]([O:2][CH3:1])[CH:12]=2)[CH:7]=[CH:8][CH:9]=1)(=[O:16])=[O:15]. (2) Given the reactants [O:1]1[CH:6]=[CH:5][CH2:4][CH2:3][CH2:2]1.[CH:7]1([OH:14])[CH2:12][CH2:11][CH:10]([OH:13])[CH2:9][CH2:8]1, predict the reaction product. The product is: [O:1]1[CH2:2][CH2:3][CH2:4][CH2:5][CH:6]1[O:13][CH:10]1[CH2:11][CH2:12][CH:7]([OH:14])[CH2:8][CH2:9]1. (3) Given the reactants Cl.[NH2:2][C:3]1[CH:8]=[C:7]([P:9]([OH:12])(=[O:11])[OH:10])[CH:6]=[C:5]([P:13]([OH:16])(=[O:15])[OH:14])[CH:4]=1.[C:17](Cl)(Cl)=[S:18], predict the reaction product. The product is: [N:2]([C:3]1[CH:8]=[C:7]([P:9]([OH:10])(=[O:12])[OH:11])[CH:6]=[C:5]([P:13]([OH:16])(=[O:14])[OH:15])[CH:4]=1)=[C:17]=[S:18]. (4) Given the reactants FC(F)(F)[C:3]1[CH:4]=[C:5]([CH:8]=[CH:9][CH:10]=1)[CH:6]=O.[CH3:13][CH:14]([CH3:33])[CH:15]([C:27]1[CH:32]=[CH:31][CH:30]=[CH:29][CH:28]=1)[C:16]([NH:18][C@@H:19]1[C@@H:26]2[C@@H:22]([CH2:23][NH:24][CH2:25]2)[CH2:21][CH2:20]1)=[O:17].[CH:34]1(C(C2CCCCC2)C(N[C@@H]2[C@H]3[C@H](CNC3)CC2)=O)[CH2:39]CCC[CH2:35]1, predict the reaction product. The product is: [CH3:13][CH:14]([CH3:33])[CH:15]([C:27]1[CH:28]=[CH:29][CH:30]=[CH:31][CH:32]=1)[C:16]([NH:18][C@@H:19]1[C@@H:26]2[C@@H:22]([CH2:23][N:24]([CH2:35][CH2:34][CH2:39][C:4]3[CH:3]=[CH:10][CH:9]=[CH:8][C:5]=3[CH3:6])[CH2:25]2)[CH2:21][CH2:20]1)=[O:17]. (5) Given the reactants [N:1]([O-])=O.[Na+].[Cl:5][C:6]1[N:11]=[CH:10][N:9]=[C:8]([NH:12][C:13]2[CH:18]=[CH:17][CH:16]=[CH:15][C:14]=2[Cl:19])[C:7]=1[NH2:20], predict the reaction product. The product is: [Cl:5][C:6]1[C:7]2[N:20]=[N:1][N:12]([C:13]3[CH:18]=[CH:17][CH:16]=[CH:15][C:14]=3[Cl:19])[C:8]=2[N:9]=[CH:10][N:11]=1. (6) Given the reactants Cl.[Cl:2][C:3]1[N:4]=[C:5]([C:11]2[CH:12]=[N:13][CH:14]=[CH:15][CH:16]=2)[S:6][C:7]=1[C:8](Cl)=[O:9].[CH3:17][S:18][CH2:19][CH2:20][NH2:21].C(N(CC)CC)C, predict the reaction product. The product is: [CH3:17][S:18][CH2:19][CH2:20][NH:21][C:8]([C:7]1[S:6][C:5]([C:11]2[CH:12]=[N:13][CH:14]=[CH:15][CH:16]=2)=[N:4][C:3]=1[Cl:2])=[O:9]. (7) Given the reactants C(N(CC)CC)C.[C:8]1([SH:15])[C:9]([SH:14])=[CH:10][CH:11]=[CH:12][CH:13]=1.F[C:17]1[CH:22]=[C:21]([Br:23])[C:20]([Br:24])=[CH:19][C:18]=1F.ClCCl, predict the reaction product. The product is: [Br:24][C:20]1[C:21]([Br:23])=[CH:22][C:17]2[S:15][C:8]3[C:9](=[CH:10][CH:11]=[CH:12][CH:13]=3)[S:14][C:18]=2[CH:19]=1. (8) Given the reactants [OH:1][CH2:2][CH2:3][CH2:4][C:5]1[CH:10]=[CH:9][C:8]([C:11]2[CH:16]=[C:15]([OH:17])[CH:14]=[C:13]([C:18]3[CH:23]=[CH:22][C:21]([CH2:24][CH2:25][CH2:26][OH:27])=[CH:20][CH:19]=3)[CH:12]=2)=[CH:7][CH:6]=1.[C:28]([OH:33])(=O)[C:29]([CH3:31])=[CH2:30], predict the reaction product. The product is: [CH3:30][C:29](=[CH2:31])[C:28]([O:1][CH2:2][CH2:3][CH2:4][C:5]1[CH:6]=[CH:7][C:8]([C:11]2[CH:16]=[C:15]([O:17][C:28](=[O:33])[C:29]([CH3:31])=[CH2:30])[CH:14]=[C:13]([C:18]3[CH:23]=[CH:22][C:21]([CH2:24][CH2:25][CH2:26][O:27][C:28](=[O:33])[C:29]([CH3:31])=[CH2:30])=[CH:20][CH:19]=3)[CH:12]=2)=[CH:9][CH:10]=1)=[O:33]. (9) Given the reactants C(OC([N:8]1[CH2:13][CH2:12][CH:11]([C:14]2[CH:19]=[CH:18][C:17]([NH:20][C:21]3[N:38]=[C:24]4[C:25]([C:29]5[CH:34]=[CH:33][CH:32]=[C:31]([N:35]([CH3:37])[CH3:36])[CH:30]=5)=[CH:26][CH:27]=[CH:28][N:23]4[N:22]=3)=[CH:16][CH:15]=2)[CH2:10][CH2:9]1)=O)(C)(C)C.FC(F)(F)C(O)=O, predict the reaction product. The product is: [CH3:36][N:35]([CH3:37])[C:31]1[CH:30]=[C:29]([C:25]2[C:24]3[N:23]([N:22]=[C:21]([NH:20][C:17]4[CH:18]=[CH:19][C:14]([CH:11]5[CH2:12][CH2:13][NH:8][CH2:9][CH2:10]5)=[CH:15][CH:16]=4)[N:38]=3)[CH:28]=[CH:27][CH:26]=2)[CH:34]=[CH:33][CH:32]=1. (10) Given the reactants CO[C:3](=[O:14])[C@@H:4]([CH3:13])[NH:5][C:6]([O:8]C(C)(C)C)=O.[CH2:15]([N:17]1[CH:21]=[C:20]([C:22]2[N:23]=[C:24]3[C:30](C(O)=O)=[CH:29][N:28](COCC[Si](C)(C)C)[C:25]3=[N:26][CH:27]=2)[CH:19]=[N:18]1)[CH3:16].[CH:42]1([C:45]2N=C3C(C(O)=O)=CN(COCC[Si](C)(C)C)C3=NC=2)[CH2:44][CH2:43]1, predict the reaction product. The product is: [OH:14][C:3]1([C@@H:4]([NH:5][C:6]([C:30]2[C:24]3[C:25](=[N:26][CH:27]=[C:22]([C:20]4[CH:19]=[N:18][N:17]([CH2:15][CH3:16])[CH:21]=4)[N:23]=3)[NH:28][CH:29]=2)=[O:8])[CH3:13])[CH2:44][CH2:43][CH2:42][CH2:45]1.